Dataset: Full USPTO retrosynthesis dataset with 1.9M reactions from patents (1976-2016). Task: Predict the reactants needed to synthesize the given product. (1) The reactants are: [OH:1][CH2:2][C:3]1([CH2:9][CH2:10][OH:11])[CH2:8][CH2:7][O:6][CH2:5][CH2:4]1.CCN(CC)CC.[CH3:19][S:20](Cl)(=[O:22])=[O:21]. Given the product [CH3:19][S:20]([O:1][CH2:2][C:3]1([CH2:9][CH2:10][O:11][S:20]([CH3:19])(=[O:22])=[O:21])[CH2:4][CH2:5][O:6][CH2:7][CH2:8]1)(=[O:22])=[O:21], predict the reactants needed to synthesize it. (2) The reactants are: [CH3:1][NH2:2].[O:3]1[C:7]2[CH:8]=[CH:9][C:10]([CH2:12][CH2:13][NH:14][C:15](=[O:18])[CH2:16]Cl)=[CH:11][C:6]=2[O:5][CH2:4]1. Given the product [O:3]1[C:7]2[CH:8]=[CH:9][C:10]([CH2:12][CH2:13][NH:14][C:15](=[O:18])[CH2:16][NH:2][CH3:1])=[CH:11][C:6]=2[O:5][CH2:4]1, predict the reactants needed to synthesize it. (3) The reactants are: [CH:1]([C:4]1[CH:9]=[CH:8][C:7]([C:10](=[O:12])[CH3:11])=[CH:6][CH:5]=1)([CH3:3])[CH3:2].[C:13]([O:18][CH2:19][CH3:20])(=[O:17])[C:14]([O-])=[O:15]. Given the product [CH3:2][CH:1]([C:4]1[CH:9]=[CH:8][C:7]([C:10](=[O:12])[CH2:11][C:14](=[O:15])[C:13]([O:18][CH2:19][CH3:20])=[O:17])=[CH:6][CH:5]=1)[CH3:3], predict the reactants needed to synthesize it. (4) Given the product [CH:1]1([S:4]([C:7]2[CH:8]=[CH:9][C:10]([CH:13]([C:14]3[NH:42][C:17]([C:19]4[S:20][C:21]([CH:24]([OH:29])[C:25]([CH3:27])([OH:28])[CH3:26])=[CH:22][N:23]=4)=[CH:16][CH:15]=3)[CH2:31][CH:32]3[CH2:37][CH2:36][O:35][CH2:34][CH2:33]3)=[CH:11][CH:12]=2)(=[O:6])=[O:5])[CH2:2][CH2:3]1, predict the reactants needed to synthesize it. The reactants are: [CH:1]1([S:4]([C:7]2[CH:12]=[CH:11][C:10]([CH:13]([CH2:31][CH:32]3[CH2:37][CH2:36][O:35][CH2:34][CH2:33]3)[C:14](=O)[CH2:15][CH2:16][C:17]([C:19]3[S:20][C:21]([CH:24]([OH:29])[C:25]([OH:28])([CH3:27])[CH3:26])=[CH:22][N:23]=3)=O)=[CH:9][CH:8]=2)(=[O:6])=[O:5])[CH2:3][CH2:2]1.C([O-])(=O)C.[NH4+:42].[OH-].[Na+]. (5) Given the product [CH:1]1([C:4]2[NH:8][N:7]=[C:6]([NH:9][C:10]3[C:17]([F:18])=[CH:16][C:13](/[CH:14]=[N:32]/[CH:29]4[CH2:31][CH2:30]4)=[C:12]([NH:19][C@H:20]([C:22]4[CH:27]=[CH:26][C:25]([F:28])=[CH:24][CH:23]=4)[CH3:21])[N:11]=3)[CH:5]=2)[CH2:3][CH2:2]1, predict the reactants needed to synthesize it. The reactants are: [CH:1]1([C:4]2[NH:8][N:7]=[C:6]([NH:9][C:10]3[C:17]([F:18])=[CH:16][C:13]([CH:14]=O)=[C:12]([NH:19][C@H:20]([C:22]4[CH:27]=[CH:26][C:25]([F:28])=[CH:24][CH:23]=4)[CH3:21])[N:11]=3)[CH:5]=2)[CH2:3][CH2:2]1.[CH:29]1([NH2:32])[CH2:31][CH2:30]1.[BH-](OC(C)=O)(OC(C)=O)OC(C)=O.[Na+].